From a dataset of Catalyst prediction with 721,799 reactions and 888 catalyst types from USPTO. Predict which catalyst facilitates the given reaction. (1) Reactant: [Cl:1][C:2]1[CH:3]=[C:4]([CH:20]=[CH:21][C:22]=1[Cl:23])[CH2:5][C:6]1[O:7][C:8](=O)[C:9]2[CH:15]=[CH:14][C:13]([N+:16]([O-:18])=[O:17])=[CH:12][C:10]=2[N:11]=1.[NH3:24]. Product: [Cl:1][C:2]1[CH:3]=[C:4]([CH:20]=[CH:21][C:22]=1[Cl:23])[CH2:5][C:6]1[NH:24][C:8](=[O:7])[C:9]2[C:10](=[CH:12][C:13]([N+:16]([O-:18])=[O:17])=[CH:14][CH:15]=2)[N:11]=1. The catalyst class is: 12. (2) Reactant: C(O[C:4]([C:6]1[CH:10]=[C:9]([C:11]2[C:19]3[C:14](=[N:15][CH:16]=[CH:17][CH:18]=3)[NH:13][N:12]=2)[NH:8][CH:7]=1)=[O:5])C.Cl.CN(C)CCCN=C=NCC.[CH2:32]([NH2:39])[C:33]1[CH:38]=[CH:37][CH:36]=[CH:35][CH:34]=1.C(N(CC)CC)C. Product: [CH2:32]([NH:39][C:4]([C:6]1[CH:10]=[C:9]([C:11]2[C:19]3[C:14](=[N:15][CH:16]=[CH:17][CH:18]=3)[NH:13][N:12]=2)[NH:8][CH:7]=1)=[O:5])[C:33]1[CH:38]=[CH:37][CH:36]=[CH:35][CH:34]=1. The catalyst class is: 3. (3) Reactant: [C:1]([C:5]1[CH:6]=[CH:7][C:8]2[O:12][C:11]([C:13]3[CH:18]=[CH:17][C:16]([O:19]C)=[CH:15][CH:14]=3)=[CH:10][C:9]=2[CH:21]=1)([CH3:4])([CH3:3])[CH3:2].Cl.N1C=CC=CC=1. Product: [C:1]([C:5]1[CH:6]=[CH:7][C:8]2[O:12][C:11]([C:13]3[CH:14]=[CH:15][C:16]([OH:19])=[CH:17][CH:18]=3)=[CH:10][C:9]=2[CH:21]=1)([CH3:4])([CH3:2])[CH3:3]. The catalyst class is: 6. (4) Product: [OH:1][CH2:2][CH2:3][N:4]([CH2:5][C:6]([N:8]1[CH2:13][CH2:12][S:11][C:10]2[CH:14]=[CH:15][C:16]([N+:18]([O-:20])=[O:19])=[CH:17][C:9]1=2)=[O:7])[C:28](=[O:29])[O:30][C:31]([CH3:34])([CH3:33])[CH3:32]. The catalyst class is: 155. Reactant: [OH:1][CH2:2][CH2:3][NH:4][CH2:5][C:6]([N:8]1[CH2:13][CH2:12][S:11][C:10]2[CH:14]=[CH:15][C:16]([N+:18]([O-:20])=[O:19])=[CH:17][C:9]1=2)=[O:7].C(N(CC)CC)C.[C:28](O[C:28]([O:30][C:31]([CH3:34])([CH3:33])[CH3:32])=[O:29])([O:30][C:31]([CH3:34])([CH3:33])[CH3:32])=[O:29]. (5) The catalyst class is: 16. Reactant: [Cl:1][C:2]1[C:7]([O:8][CH3:9])=[CH:6][C:5]([O:10][CH3:11])=[CH:4][C:3]=1[C:12]1[C:24](=[O:25])[N:23]([CH2:26][C:27]([CH3:38])([C:29]2[CH:34]=[CH:33][C:32]([N+:35]([O-:37])=[O:36])=[CH:31][CH:30]=2)[CH3:28])[C:15]2[N:16]=[C:17](S(C)=O)[N:18]=[CH:19][C:14]=2[CH:13]=1.[CH3:39][NH2:40].Cl.O. Product: [Cl:1][C:2]1[C:7]([O:8][CH3:9])=[CH:6][C:5]([O:10][CH3:11])=[CH:4][C:3]=1[C:12]1[C:24](=[O:25])[N:23]([CH2:26][C:27]([CH3:38])([C:29]2[CH:34]=[CH:33][C:32]([N+:35]([O-:37])=[O:36])=[CH:31][CH:30]=2)[CH3:28])[C:15]2[N:16]=[C:17]([NH:40][CH3:39])[N:18]=[CH:19][C:14]=2[CH:13]=1. (6) Reactant: [CH2:1]([O:3][C:4]([C:6]1[C:15](=[O:16])[C:14]2[C:9](=[C:10]([CH2:19][CH2:20][CH2:21][C@@H:22]3[CH2:26][CH2:25][CH2:24][N:23]3C(OC(C)(C)C)=O)[C:11]([F:18])=[C:12]([F:17])[CH:13]=2)[N:8]([CH:34]2[CH2:36][CH2:35]2)[CH:7]=1)=[O:5])[CH3:2].FC(F)(F)C(O)=O. Product: [CH2:1]([O:3][C:4]([C:6]1[C:15](=[O:16])[C:14]2[C:9](=[C:10]([CH2:19][CH2:20][CH2:21][C@@H:22]3[CH2:26][CH2:25][CH2:24][NH:23]3)[C:11]([F:18])=[C:12]([F:17])[CH:13]=2)[N:8]([CH:34]2[CH2:35][CH2:36]2)[CH:7]=1)=[O:5])[CH3:2]. The catalyst class is: 4. (7) Reactant: [C:1]([C@:3]1([CH2:24][O:25][CH2:26][C:27]2[CH:32]=[CH:31][CH:30]=[CH:29][CH:28]=2)[O:11][CH:6](OC(=O)C)[C@H:5]([O:12][C:13](=[O:15])[CH3:14])[C@@H:4]1[O:16][CH2:17][C:18]1[CH:23]=[CH:22][CH:21]=[CH:20][CH:19]=1)#[CH:2].[NH:33]1[CH:40]=[CH:39][C:37](=[O:38])[NH:36][C:34]1=[O:35].C/C(/O[Si](C)(C)C)=N\[Si](C)(C)C.FC(F)(F)S(O[Si](C)(C)C)(=O)=O.C(=O)([O-])O.[Na+]. Product: [C:1]([C@:3]1([CH2:24][O:25][CH2:26][C:27]2[CH:32]=[CH:31][CH:30]=[CH:29][CH:28]=2)[O:11][C@@H:6]([N:33]2[CH:40]=[CH:39][C:37](=[O:38])[NH:36][C:34]2=[O:35])[C@H:5]([O:12][C:13](=[O:15])[CH3:14])[C@@H:4]1[O:16][CH2:17][C:18]1[CH:19]=[CH:20][CH:21]=[CH:22][CH:23]=1)#[CH:2]. The catalyst class is: 26.